From a dataset of Forward reaction prediction with 1.9M reactions from USPTO patents (1976-2016). Predict the product of the given reaction. (1) The product is: [Br:1][C:2]1[CH:3]=[C:4]2[C:9](=[N:10][CH:11]=1)[N:8]([C@H:12]1[CH2:17][CH2:16][CH2:15][NH:14][CH2:13]1)[CH:7]=[C:6]([C:25]([O:27][CH2:28][CH3:29])=[O:26])[C:5]2=[O:30]. Given the reactants [Br:1][C:2]1[CH:3]=[C:4]2[C:9](=[N:10][CH:11]=1)[N:8]([C@H:12]1[CH2:17][CH2:16][CH2:15][N:14](C(OC(C)(C)C)=O)[CH2:13]1)[CH:7]=[C:6]([C:25]([O:27][CH2:28][CH3:29])=[O:26])[C:5]2=[O:30].Cl.O1CCOCC1, predict the reaction product. (2) Given the reactants [SH:1][C:2]1[NH:3][C:4]2[CH:10]=[CH:9][CH:8]=[CH:7][C:5]=2[N:6]=1.[OH:11][CH2:12][C:13]1[C:14]([NH2:19])=[N:15][CH:16]=[CH:17][CH:18]=1.C(O)(=O)C.C(=O)([O-])[O-].[K+].[K+], predict the reaction product. The product is: [OH2:11].[NH:3]1[C:4]2[CH:10]=[CH:9][CH:8]=[CH:7][C:5]=2[N:6]=[C:2]1[S:1][CH2:12][C:13]1[C:14]([NH2:19])=[N:15][CH:16]=[CH:17][CH:18]=1.[NH:3]1[C:4]2[CH:10]=[CH:9][CH:8]=[CH:7][C:5]=2[N:6]=[C:2]1[S:1][CH2:12][C:13]1[C:14]([NH2:19])=[N:15][CH:16]=[CH:17][CH:18]=1. (3) Given the reactants C[O:2][C:3](=[O:21])[C:4]1[CH:9]=[CH:8][CH:7]=[C:6]([O:10][CH2:11][CH2:12][C:13]2[CH:18]=[CH:17][C:16]([Cl:19])=[CH:15][C:14]=2[Cl:20])[CH:5]=1.[OH-].[Na+].O.Cl, predict the reaction product. The product is: [Cl:20][C:14]1[CH:15]=[C:16]([Cl:19])[CH:17]=[CH:18][C:13]=1[CH2:12][CH2:11][O:10][C:6]1[CH:5]=[C:4]([CH:9]=[CH:8][CH:7]=1)[C:3]([OH:21])=[O:2]. (4) Given the reactants [C:1]([O:5][C:6]([NH:8][C:9]1[CH:14]=[CH:13][C:12]([S:15][C:16]2[CH:24]=[CH:23][C:19]([C:20]([OH:22])=O)=[CH:18][C:17]=2[NH:25][C:26]2[C:27]3[CH:35]=[CH:34][C:33]([CH:36]([CH3:38])[CH3:37])=[N:32][C:28]=3[N:29]=[CH:30][N:31]=2)=[CH:11][CH:10]=1)=[O:7])([CH3:4])([CH3:3])[CH3:2].[CH3:39][C:40]1[CH:47]=[CH:46][C:43]([CH2:44][NH2:45])=[CH:42][CH:41]=1, predict the reaction product. The product is: [C:1]([O:5][C:6](=[O:7])[NH:8][C:9]1[CH:14]=[CH:13][C:12]([S:15][C:16]2[CH:24]=[CH:23][C:19]([C:20](=[O:22])[NH:45][CH2:44][C:43]3[CH:46]=[CH:47][C:40]([CH3:39])=[CH:41][CH:42]=3)=[CH:18][C:17]=2[NH:25][C:26]2[C:27]3[CH:35]=[CH:34][C:33]([CH:36]([CH3:38])[CH3:37])=[N:32][C:28]=3[N:29]=[CH:30][N:31]=2)=[CH:11][CH:10]=1)([CH3:2])([CH3:4])[CH3:3]. (5) The product is: [NH2:38][C:34]1[CH:33]=[C:32]([C:2]([F:1])([F:41])[C:3]2[N:11]=[C:10]([NH:12][C:13]3[CH:14]=[CH:15][C:16]([N:19]4[CH2:24][CH2:23][N:22]([CH3:25])[CH2:21][CH2:20]4)=[CH:17][CH:18]=3)[N:9]=[C:8]3[C:4]=2[N:5]=[CH:6][N:7]3[CH:26]2[CH2:31][CH2:30][CH2:29][CH2:28][O:27]2)[CH:37]=[CH:36][CH:35]=1. Given the reactants [F:1][C:2]([F:41])([C:32]1[CH:37]=[CH:36][CH:35]=[C:34]([N+:38]([O-])=O)[CH:33]=1)[C:3]1[N:11]=[C:10]([NH:12][C:13]2[CH:18]=[CH:17][C:16]([N:19]3[CH2:24][CH2:23][N:22]([CH3:25])[CH2:21][CH2:20]3)=[CH:15][CH:14]=2)[N:9]=[C:8]2[C:4]=1[N:5]=[CH:6][N:7]2[CH:26]1[CH2:31][CH2:30][CH2:29][CH2:28][O:27]1.O.[Cl-].[NH4+], predict the reaction product. (6) Given the reactants C1(C)C=CC(S(O[C@H:11]2[CH2:28][CH2:27][C@@:26]3([CH3:29])[C:13](=[CH:14][CH2:15][C@@H:16]4[C@@H:25]3[CH2:24][CH2:23][C@@:21]3([CH3:22])[C@H:17]4[CH2:18][CH2:19][C:20]3=[O:30])[CH2:12]2)(=O)=O)=CC=1.[CH2:32]([OH:36])[CH2:33][CH2:34][OH:35].CC1C=CC(S(O)(=O)=O)=CC=1.C([O-])(O)=O.[Na+], predict the reaction product. The product is: [OH:35][CH2:34][CH2:33][CH2:32][O:36][C@H:11]1[CH2:28][CH2:27][C@@:26]2([CH3:29])[C:13](=[CH:14][CH2:15][C@@H:16]3[C@@H:25]2[CH2:24][CH2:23][C@@:21]2([CH3:22])[C@H:17]3[CH2:18][CH2:19][C:20]2=[O:30])[CH2:12]1. (7) The product is: [Cl:1][C:2]1[CH:14]=[CH:13][C:5]2[NH:6][C:7]([S:9][C:12]3[CH:22]=[CH:23][CH:24]=[C:25]4[C:20]=3[NH:19][CH:18]=[CH:17][C:16]4=[O:15])=[N:8][C:4]=2[CH:3]=1. Given the reactants [Cl:1][C:2]1[CH:14]=[CH:13][C:5]2[NH:6][C:7]([S:9]([CH3:12])(=O)=O)=[N:8][C:4]=2[CH:3]=1.[O:15]=[C:16]1[C:25]2[C:20](=C([S-])[CH:22]=[CH:23][CH:24]=2)[NH:19][CH:18]=[CH:17]1.[Na+].C(O)(=O)C, predict the reaction product.